From a dataset of CYP2C19 inhibition data for predicting drug metabolism from PubChem BioAssay. Regression/Classification. Given a drug SMILES string, predict its absorption, distribution, metabolism, or excretion properties. Task type varies by dataset: regression for continuous measurements (e.g., permeability, clearance, half-life) or binary classification for categorical outcomes (e.g., BBB penetration, CYP inhibition). Dataset: cyp2c19_veith. (1) The drug is COc1ccc(N2CCN(Cc3nc4c(c(=O)n(C)c(=O)n4C)n3CC(C)=O)CC2)cc1. The result is 0 (non-inhibitor). (2) The drug is NC(=O)c1ccccc1NC(=O)/C=C/c1cccc(Cl)c1. The result is 1 (inhibitor). (3) The compound is OC[C@@H]1O[C@@H](n2cnc3c(SCc4ccccc4)ncnc32)[C@@H](O)[C@H]1O. The result is 0 (non-inhibitor). (4) The molecule is OCCN(Cc1ccccc1)Cc1cccc(Cl)c1Cl. The result is 1 (inhibitor). (5) The compound is CN(C)c1ccc(-c2ccc3ncnc(NCc4ccccc4)c3c2)cc1. The result is 1 (inhibitor). (6) The drug is Cc1ccc(/C=C/c2nnc(-c3ccc(C)cc3)o2)cc1. The result is 0 (non-inhibitor).